Dataset: Catalyst prediction with 721,799 reactions and 888 catalyst types from USPTO. Task: Predict which catalyst facilitates the given reaction. (1) Reactant: [Cl:1][CH2:2][C:3]([C:15]1[CH:20]=[CH:19][C:18]([F:21])=[CH:17][C:16]=1[F:22])([OH:14])[CH:4]([O:6][Si](C(C)(C)C)(C)C)[CH3:5].Cl.O.C(OCC)(=O)C. Product: [Cl:1][CH2:2][C:3]([C:15]1[CH:20]=[CH:19][C:18]([F:21])=[CH:17][C:16]=1[F:22])([OH:14])[CH:4]([OH:6])[CH3:5]. The catalyst class is: 449. (2) Reactant: [OH-].[Na+].[N+:3]([C:6]1[CH:7]=[C:8]2[CH:14]=[N:13][NH:12][C:9]2=[N:10][CH:11]=1)([O-:5])=[O:4].[Br:15]Br. Product: [Br:15][C:14]1[C:8]2[C:9](=[N:10][CH:11]=[C:6]([N+:3]([O-:5])=[O:4])[CH:7]=2)[NH:12][N:13]=1. The catalyst class is: 12. (3) Reactant: [Br:1][C:2]1[CH:7]=[CH:6][CH:5]=[C:4]([C:8]([N:11]=[C:12]=[O:13])([CH3:10])[CH3:9])[CH:3]=1.[CH2:14]([OH:21])[C:15]1[CH:20]=[CH:19][CH:18]=[CH:17][CH:16]=1. Product: [Br:1][C:2]1[CH:3]=[C:4]([C:8]([NH:11][C:12](=[O:13])[O:21][CH2:14][C:15]2[CH:20]=[CH:19][CH:18]=[CH:17][CH:16]=2)([CH3:10])[CH3:9])[CH:5]=[CH:6][CH:7]=1. The catalyst class is: 17. (4) Reactant: C([O:8][N:9]1[C:14](=[O:15])[C:13]2[CH:16]=[C:17]([F:27])[C:18]([N:20]3[CH2:25][CH2:24][N:23]([CH3:26])[CH2:22][CH2:21]3)=[N:19][C:12]=2[N:11]([CH2:28][CH3:29])[C:10]1=[O:30])C1C=CC=CC=1. Product: [CH2:28]([N:11]1[C:12]2[N:19]=[C:18]([N:20]3[CH2:25][CH2:24][N:23]([CH3:26])[CH2:22][CH2:21]3)[C:17]([F:27])=[CH:16][C:13]=2[C:14](=[O:15])[N:9]([OH:8])[C:10]1=[O:30])[CH3:29]. The catalyst class is: 19. (5) The catalyst class is: 7. Product: [CH2:15]([O:17][C:18](=[O:19])[CH2:1][C:2]1[CH:3]=[CH:4][C:5]([CH2:8][N:9]2[CH2:14][CH2:13][O:12][CH2:11][CH2:10]2)=[CH:6][N:7]=1)[CH3:16]. Reactant: [CH3:1][C:2]1[N:7]=[CH:6][C:5]([CH2:8][N:9]2[CH2:14][CH2:13][O:12][CH2:11][CH2:10]2)=[CH:4][CH:3]=1.[CH2:15]([O:17][C:18](=O)[O:19]CC)[CH3:16].C([N-]C(C)C)(C)C.[Li+].[Cl-].[NH4+].